Dataset: Reaction yield outcomes from USPTO patents with 853,638 reactions. Task: Predict the reaction yield, written as a fraction of the theoretical maximum amount of product (1.0 means a 100% yield; for example, 0.34 means a 34% yield). (1) The catalyst is COCCOC.O.C1C=CC([P]([Pd]([P](C2C=CC=CC=2)(C2C=CC=CC=2)C2C=CC=CC=2)([P](C2C=CC=CC=2)(C2C=CC=CC=2)C2C=CC=CC=2)[P](C2C=CC=CC=2)(C2C=CC=CC=2)C2C=CC=CC=2)(C2C=CC=CC=2)C2C=CC=CC=2)=CC=1. The yield is 0.550. The product is [F:16][C:11]1[C:10]([F:17])=[C:9]([O:8][C:6]2[CH:5]=[CH:4][N:3]=[C:2]([C:22]3[CH:21]=[N:20][N:19]([CH3:18])[CH:23]=3)[CH:7]=2)[CH:14]=[CH:13][C:12]=1[NH2:15]. The reactants are Cl[C:2]1[CH:7]=[C:6]([O:8][C:9]2[CH:14]=[CH:13][C:12]([NH2:15])=[C:11]([F:16])[C:10]=2[F:17])[CH:5]=[CH:4][N:3]=1.[CH3:18][N:19]1[CH:23]=[C:22](B2OC(C)(C)C(C)(C)O2)[CH:21]=[N:20]1. (2) The catalyst is CO.C(Cl)Cl.C(Cl)Cl. The yield is 0.770. The product is [C:14]([C:10]1[CH:9]=[C:8]([C:7]2[C:2]([F:1])=[N:3][CH:4]=[CH:5][CH:6]=2)[CH:13]=[CH:12][CH:11]=1)#[CH:15]. The reactants are [F:1][C:2]1[C:7]([C:8]2[CH:13]=[CH:12][CH:11]=[C:10]([C:14]#[C:15][Si](C)(C)C)[CH:9]=2)=[CH:6][CH:5]=[CH:4][N:3]=1.C([O-])([O-])=O.[Cs+].[Cs+]. (3) The catalyst is O1CCOCC1.O.C(OCC)(=O)C.C1C=CC(P(C2C=CC=CC=2)[C-]2C=CC=C2)=CC=1.C1C=CC(P(C2C=CC=CC=2)[C-]2C=CC=C2)=CC=1.Cl[Pd]Cl.[Fe+2]. The yield is 0.493. The product is [C:14]([C:11]1[CH:12]=[CH:13][C:8]([C:3]2[C:4](=[O:7])[CH2:5][CH2:6][C:2]=2[C:26]2[CH:27]=[CH:28][C:29]([NH:32][C:33](=[O:39])[O:34][C:35]([CH3:37])([CH3:36])[CH3:38])=[CH:30][CH:31]=2)=[CH:9][CH:10]=1)([CH3:17])([CH3:16])[CH3:15]. The reactants are Br[C:2]1[CH2:6][CH2:5][C:4](=[O:7])[C:3]=1[C:8]1[CH:13]=[CH:12][C:11]([C:14]([CH3:17])([CH3:16])[CH3:15])=[CH:10][CH:9]=1.CC1(C)C(C)(C)OB([C:26]2[CH:31]=[CH:30][C:29]([NH:32][C:33](=[O:39])[O:34][C:35]([CH3:38])([CH3:37])[CH3:36])=[CH:28][CH:27]=2)O1.ClCCl.C([O-])([O-])=O.[K+].[K+]. (4) The yield is 1.00. The product is [N+:2]([C:5]1[CH:10]=[CH:9][C:8]([C:11](=[O:20])[CH2:12][CH2:13][C:14]2[CH:19]=[CH:18][N:17]=[CH:16][CH:15]=2)=[CH:7][CH:6]=1)([O-:4])=[O:3]. The reactants are [H-].[N+:2]([C:5]1[CH:10]=[CH:9][C:8]([C:11](=[O:20])/[CH:12]=[CH:13]/[C:14]2[CH:19]=[CH:18][N:17]=[CH:16][CH:15]=2)=[CH:7][CH:6]=1)([O-:4])=[O:3]. The catalyst is O.C1C=CC([P]([Pd]([P](C2C=CC=CC=2)(C2C=CC=CC=2)C2C=CC=CC=2)([P](C2C=CC=CC=2)(C2C=CC=CC=2)C2C=CC=CC=2)[P](C2C=CC=CC=2)(C2C=CC=CC=2)C2C=CC=CC=2)(C2C=CC=CC=2)C2C=CC=CC=2)=CC=1. (5) The reactants are [NH2:1][C:2]1[C:3]2[C:10]([C:11]3[CH:16]=[CH:15][C:14]([NH:17][C:18]([NH:20][C:21]4[CH:26]=[CH:25][CH:24]=[C:23]([CH3:27])[CH:22]=4)=[O:19])=[CH:13][CH:12]=3)=[C:9]([CH2:28][CH2:29][O:30][Si](C(C)(C)C)(C)C)[S:8][C:4]=2[N:5]=[CH:6][N:7]=1.CCCC[N+](CCCC)(CCCC)CCCC.[F-]. The catalyst is C1COCC1. The product is [NH2:1][C:2]1[C:3]2[C:10]([C:11]3[CH:16]=[CH:15][C:14]([NH:17][C:18]([NH:20][C:21]4[CH:26]=[CH:25][CH:24]=[C:23]([CH3:27])[CH:22]=4)=[O:19])=[CH:13][CH:12]=3)=[C:9]([CH2:28][CH2:29][OH:30])[S:8][C:4]=2[N:5]=[CH:6][N:7]=1. The yield is 0.750. (6) The reactants are C[O:2][C:3](=O)[C:4]1[CH:9]=[CH:8][CH:7]=[C:6]([C:10]#[N:11])[CH:5]=1.O.[NH2:14][NH2:15]. The catalyst is C(O)C. The product is [C:10]([C:6]1[CH:5]=[C:4]([CH:9]=[CH:8][CH:7]=1)[C:3]([NH:14][NH2:15])=[O:2])#[N:11]. The yield is 0.510. (7) The catalyst is CN(C=O)C.C(O)C.O. The yield is 0.130. The reactants are [NH2:1][C:2]1[N:7]=[CH:6][N:5]=[C:4]2[N:8]([CH:12]([C:14]3[O:15][C:16]4[C:21]([C:22](=[O:31])[C:23]=3[C:24]3[CH:29]=[CH:28][CH:27]=[C:26]([F:30])[CH:25]=3)=[CH:20][CH:19]=[CH:18][CH:17]=4)[CH3:13])[N:9]=[C:10](I)[C:3]=12.[NH:32]1[C:40]2[C:35](=[CH:36][C:37](B3OC(C)(C)C(C)(C)O3)=[CH:38][CH:39]=2)[CH:34]=[CH:33]1.C(=O)([O-])[O-].[Na+].[Na+].ClCCl. The product is [NH2:1][C:2]1[N:7]=[CH:6][N:5]=[C:4]2[N:8]([CH:12]([C:14]3[O:15][C:16]4[C:21]([C:22](=[O:31])[C:23]=3[C:24]3[CH:29]=[CH:28][CH:27]=[C:26]([F:30])[CH:25]=3)=[CH:20][CH:19]=[CH:18][CH:17]=4)[CH3:13])[N:9]=[C:10]([C:37]3[CH:36]=[C:35]4[C:40](=[CH:39][CH:38]=3)[NH:32][CH:33]=[CH:34]4)[C:3]=12.